From a dataset of Full USPTO retrosynthesis dataset with 1.9M reactions from patents (1976-2016). Predict the reactants needed to synthesize the given product. (1) Given the product [O:16]1[C:20]2[CH:21]=[CH:22][C:23]([C:25]3([C:28]([NH:14][C:10]4[CH:11]=[CH:12][C:13]5[N:5]6[CH2:4][CH2:3][C:2]([CH3:15])([CH3:1])[C:6]6=[CH:7][C:8]=5[CH:9]=4)=[O:29])[CH2:26][CH2:27]3)=[CH:24][C:19]=2[O:18][CH2:17]1, predict the reactants needed to synthesize it. The reactants are: [CH3:1][C:2]1([CH3:15])[C:6]2=[CH:7][C:8]3[CH:9]=[C:10]([NH2:14])[CH:11]=[CH:12][C:13]=3[N:5]2[CH2:4][CH2:3]1.[O:16]1[C:20]2[CH:21]=[CH:22][C:23]([C:25]3([C:28](O)=[O:29])[CH2:27][CH2:26]3)=[CH:24][C:19]=2[O:18][CH2:17]1.C(N(CC)CC)C.F[P-](F)(F)(F)(F)F.N1(OC(N(C)C)=[N+](C)C)C2N=CC=CC=2N=N1. (2) Given the product [Br:25][C:22]1[CH:21]=[CH:20][C:19]([N:16]2[CH:17]=[CH:18][C:14]([NH:13][C:10](=[O:12])[CH2:9][C:6]3[CH:5]=[CH:4][C:3]([C:1]#[N:2])=[CH:8][CH:7]=3)=[C:15]2[C:26]([O:28][CH2:29][CH3:30])=[O:27])=[CH:24][CH:23]=1, predict the reactants needed to synthesize it. The reactants are: [C:1]([C:3]1[CH:8]=[CH:7][C:6]([CH2:9][C:10]([OH:12])=O)=[CH:5][CH:4]=1)#[N:2].[NH2:13][C:14]1[CH:18]=[CH:17][N:16]([C:19]2[CH:24]=[CH:23][C:22]([Br:25])=[CH:21][CH:20]=2)[C:15]=1[C:26]([O:28][CH2:29][CH3:30])=[O:27].C(N(CC)CC)C.C1CCC(N=C=NC2CCCCC2)CC1. (3) Given the product [C:4]1(=[O:6])[C:3]2[C:2](=[CH:10][CH:9]=[CH:8][CH:7]=2)[CH2:1][NH:5]1, predict the reactants needed to synthesize it. The reactants are: [C:1]1(=O)[NH:5][C:4](=[O:6])[C:3]2=[CH:7][CH:8]=[CH:9][CH:10]=[C:2]12.Cl.[Sn]. (4) Given the product [NH2:8][C:6]1[CH:5]=[CH:4][C:3]([CH2:11][C:12]([O:14][CH3:15])=[O:13])=[C:2]([Cl:1])[CH:7]=1, predict the reactants needed to synthesize it. The reactants are: [Cl:1][C:2]1[CH:7]=[C:6]([N+:8]([O-])=O)[CH:5]=[CH:4][C:3]=1[CH2:11][C:12]([O:14][CH3:15])=[O:13]. (5) Given the product [CH2:32]([N:35]([C:40]([O:42][C:43]([CH3:46])([CH3:45])[CH3:44])=[O:41])[CH:28]1[CH2:29][CH2:30][N:25]([C:23]([O:22][CH2:15][C:16]2[CH:21]=[CH:20][CH:19]=[CH:18][CH:17]=2)=[O:24])[CH2:26][CH2:27]1)[CH:33]=[CH2:34], predict the reactants needed to synthesize it. The reactants are: C(O[BH-](OC(=O)C)OC(=O)C)(=O)C.[Na+].[CH2:15]([O:22][C:23]([N:25]1[CH2:30][CH2:29][C:28](=O)[CH2:27][CH2:26]1)=[O:24])[C:16]1[CH:21]=[CH:20][CH:19]=[CH:18][CH:17]=1.[CH2:32]([NH2:35])[CH:33]=[CH2:34].C(O)(=O)C.[C:40](O[C:40]([O:42][C:43]([CH3:46])([CH3:45])[CH3:44])=[O:41])([O:42][C:43]([CH3:46])([CH3:45])[CH3:44])=[O:41]. (6) Given the product [ClH:1].[ClH:1].[Cl:1][C:2]1[C:7]([C:8]2[C:9](=[O:19])[NH:10][C:11](=[O:18])[N:12]([CH2:14][CH2:15][CH2:16][N:30]3[CH2:31][C@H:32]4[C@:28]([C:25]5[CH:24]=[CH:23][C:22]([C:21]([F:20])([F:35])[F:34])=[CH:27][CH:26]=5)([CH2:33]4)[CH2:29]3)[CH:13]=2)=[CH:6][CH:5]=[CH:4][N:3]=1, predict the reactants needed to synthesize it. The reactants are: [Cl:1][C:2]1[C:7]([C:8]2[C:9](=[O:19])[NH:10][C:11](=[O:18])[N:12]([CH2:14][CH2:15][CH:16]=O)[CH:13]=2)=[CH:6][CH:5]=[CH:4][N:3]=1.[F:20][C:21]([F:35])([F:34])[C:22]1[CH:27]=[CH:26][C:25]([C@:28]23[CH2:33][C@H:32]2[CH2:31][NH:30][CH2:29]3)=[CH:24][CH:23]=1.[BH-](OC(C)=O)(OC(C)=O)OC(C)=O.[Na+].[OH-].[Na+]. (7) Given the product [OH:8][CH:9]1[CH2:14][CH2:13][CH2:12][N:11]([C:15]2[CH:24]=[C:23]3[C:18]([CH:19]=[C:20]([C:26]4[CH:31]=[CH:30][CH:29]=[CH:28][C:27]=4[N:32]4[CH2:37][CH2:36][NH:35][CH2:34][CH2:33]4)[NH:21][C:22]3=[O:25])=[CH:17][CH:16]=2)[CH2:10]1, predict the reactants needed to synthesize it. The reactants are: FC(F)(F)C(O)=O.[OH:8][CH:9]1[CH2:14][CH2:13][CH2:12][N:11]([C:15]2[CH:24]=[C:23]3[C:18]([CH:19]=[C:20]([C:26]4[CH:31]=[CH:30][CH:29]=[CH:28][C:27]=4[N:32]4[CH2:37][CH2:36][N:35](C(OC(C)(C)C)=O)[CH2:34][CH2:33]4)[NH:21][C:22]3=[O:25])=[CH:17][CH:16]=2)[CH2:10]1. (8) Given the product [CH:1]([O:4][C:5]1[CH:10]=[CH:9][C:8]([CH2:11][C:12]([OH:14])=[O:13])=[CH:7][CH:6]=1)([CH3:3])[CH3:2], predict the reactants needed to synthesize it. The reactants are: [CH:1]([O:4][C:5]1[CH:10]=[CH:9][C:8]([CH2:11][C:12]([O:14]C)=[O:13])=[CH:7][CH:6]=1)([CH3:3])[CH3:2].[OH-].[Na+].O. (9) Given the product [O:1]1[CH2:2][CH2:3][N:4]([C:7]2[C:8]3[N:9]([C:13]([C:28]4[CH:29]=[CH:30][C:31]([NH:32][S:42]([CH3:41])(=[O:44])=[O:43])=[CH:33][CH:34]=4)=[C:14](/[CH:16]=[CH:17]/[C:18]4[CH:27]=[CH:26][C:25]5[C:20](=[CH:21][CH:22]=[CH:23][CH:24]=5)[N:19]=4)[N:15]=3)[N:10]=[CH:11][CH:12]=2)[CH2:5][CH2:6]1, predict the reactants needed to synthesize it. The reactants are: [O:1]1[CH2:6][CH2:5][N:4]([C:7]2[C:8]3[N:9]([C:13]([C:28]4[CH:34]=[CH:33][C:31]([NH2:32])=[CH:30][CH:29]=4)=[C:14](/[CH:16]=[CH:17]/[C:18]4[CH:27]=[CH:26][C:25]5[C:20](=[CH:21][CH:22]=[CH:23][CH:24]=5)[N:19]=4)[N:15]=3)[N:10]=[CH:11][CH:12]=2)[CH2:3][CH2:2]1.N1C=CC=CC=1.[CH3:41][S:42](Cl)(=[O:44])=[O:43]. (10) Given the product [O:11]=[C:10]([N:12]1[CH2:13][CH2:14][N:15]([C:18](=[O:29])[C:19]2[CH:24]=[CH:23][CH:22]=[CH:21][C:20]=2[C:25]([F:28])([F:26])[F:27])[CH2:16][CH2:17]1)[CH2:9][NH:8][S:36]([C:33]1[CH:32]=[CH:31][C:30]([C:40]2[CH:45]=[CH:44][CH:43]=[CH:42][CH:41]=2)=[CH:35][CH:34]=1)(=[O:38])=[O:37], predict the reactants needed to synthesize it. The reactants are: CCN(CC)CC.[NH2:8][CH2:9][C:10]([N:12]1[CH2:17][CH2:16][N:15]([C:18](=[O:29])[C:19]2[CH:24]=[CH:23][CH:22]=[CH:21][C:20]=2[C:25]([F:28])([F:27])[F:26])[CH2:14][CH2:13]1)=[O:11].[C:30]1([C:40]2[CH:45]=[CH:44][CH:43]=[CH:42][CH:41]=2)[CH:35]=[CH:34][C:33]([S:36](Cl)(=[O:38])=[O:37])=[CH:32][CH:31]=1.